This data is from Reaction yield outcomes from USPTO patents with 853,638 reactions. The task is: Predict the reaction yield, written as a fraction of the theoretical maximum amount of product (1.0 means a 100% yield; for example, 0.34 means a 34% yield). (1) The reactants are ClC(Cl)(Cl)C([N:5]1[CH2:10][CH2:9][N:8]([C:11]2[CH:20]=[C:19]([S:21]([N:24]3[C:32]4[C:27](=[CH:28][CH:29]=[C:30]([F:33])[CH:31]=4)[C:26]([CH3:34])=[CH:25]3)(=[O:23])=[O:22])[C:18]3[C:13](=[CH:14][CH:15]=[CH:16][CH:17]=3)[C:12]=2[O:35][CH3:36])[CH2:7][CH2:6]1)=O.[OH-].[K+]. The catalyst is C1COCC1. The product is [F:33][C:30]1[CH:31]=[C:32]2[C:27]([C:26]([CH3:34])=[CH:25][N:24]2[S:21]([C:19]2[C:18]3[C:13](=[CH:14][CH:15]=[CH:16][CH:17]=3)[C:12]([O:35][CH3:36])=[C:11]([N:8]3[CH2:7][CH2:6][NH:5][CH2:10][CH2:9]3)[CH:20]=2)(=[O:23])=[O:22])=[CH:28][CH:29]=1. The yield is 0.973. (2) The reactants are [F:1][C:2]([F:22])([F:21])[C:3]1[CH:4]=[C:5]([CH:18]=[CH:19][CH:20]=1)[O:6][C:7]1[CH:12]=[CH:11][C:10]([CH2:13][CH2:14][C:15](=[NH:17])[NH2:16])=[CH:9][CH:8]=1.[OH:23][CH:24]=[C:25]([CH2:30][C:31]1[CH:32]=[N:33][C:34]([O:37][CH3:38])=[N:35][CH:36]=1)[C:26](OC)=O.C([O-])(=O)C.[K+]. The catalyst is C1(C)C=CC=CC=1. The product is [CH3:38][O:37][C:34]1[N:33]=[CH:32][C:31]([CH2:30][C:25]2[C:24](=[O:23])[N:17]=[C:15]([CH2:14][CH2:13][C:10]3[CH:9]=[CH:8][C:7]([O:6][C:5]4[CH:18]=[CH:19][CH:20]=[C:3]([C:2]([F:21])([F:22])[F:1])[CH:4]=4)=[CH:12][CH:11]=3)[NH:16][CH:26]=2)=[CH:36][N:35]=1. The yield is 0.611. (3) The reactants are [Na+].[F:2][C:3]1[CH:4]=[C:5]([CH:37]=[CH:38][CH:39]=1)[CH2:6][N:7]([CH3:36])[C:8]([C:10]1[C:11]([CH:33]([CH3:35])[CH3:34])=[C:12]([CH2:22][CH2:23][CH:24]([OH:32])[CH2:25][CH:26]([OH:31])[CH2:27][C:28]([O-:30])=O)[N:13]([C:15]2[CH:20]=[CH:19][C:18]([F:21])=[CH:17][CH:16]=2)[N:14]=1)=[O:9].C(O)(C(F)(F)F)=O. The catalyst is CC#N.CCOC(C)=O. The product is [F:2][C:3]1[CH:4]=[C:5]([CH:37]=[CH:38][CH:39]=1)[CH2:6][N:7]([CH3:36])[C:8]([C:10]1[C:11]([CH:33]([CH3:35])[CH3:34])=[C:12]([CH2:22][CH2:23][CH:24]2[CH2:25][CH:26]([OH:31])[CH2:27][C:28](=[O:30])[O:32]2)[N:13]([C:15]2[CH:20]=[CH:19][C:18]([F:21])=[CH:17][CH:16]=2)[N:14]=1)=[O:9]. The yield is 0.840.